The task is: Predict which catalyst facilitates the given reaction.. This data is from Catalyst prediction with 721,799 reactions and 888 catalyst types from USPTO. (1) Product: [Cl:1][C:2]1[CH:3]=[C:4]([CH:9]=[C:10]([C:14]#[C:13][Si:15]([CH3:18])([CH3:17])[CH3:16])[CH:11]=1)[C:5]([O:7][CH3:8])=[O:6]. Reactant: [Cl:1][C:2]1[CH:3]=[C:4]([CH:9]=[C:10](I)[CH:11]=1)[C:5]([O:7][CH3:8])=[O:6].[C:13]([Si:15]([CH3:18])([CH3:17])[CH3:16])#[CH:14].C(NC(C)C)(C)C. The catalyst class is: 109. (2) Reactant: [CH:1]1([S:4]([C:7]2[CH:12]=[CH:11][C:10]([CH:13]([C:21]3[NH:25][C:24]([C:26]4[N:31]=[CH:30][C:29]([CH:32]=O)=[CH:28][CH:27]=4)=[CH:23][CH:22]=3)[CH2:14][CH:15]3[CH2:20][CH2:19][O:18][CH2:17][CH2:16]3)=[CH:9][CH:8]=2)(=[O:6])=[O:5])[CH2:3][CH2:2]1.[C:34]([N:37]1[CH2:42][CH2:41][NH:40][CH2:39][CH2:38]1)(=[O:36])[CH3:35].C(O[BH-](OC(=O)C)OC(=O)C)(=O)C.[Na+]. Product: [C:34]([N:37]1[CH2:42][CH2:41][N:40]([CH2:32][C:29]2[CH:30]=[N:31][C:26]([C:24]3[NH:25][C:21]([CH:13]([C:10]4[CH:11]=[CH:12][C:7]([S:4]([CH:1]5[CH2:2][CH2:3]5)(=[O:6])=[O:5])=[CH:8][CH:9]=4)[CH2:14][CH:15]4[CH2:20][CH2:19][O:18][CH2:17][CH2:16]4)=[CH:22][CH:23]=3)=[CH:27][CH:28]=2)[CH2:39][CH2:38]1)(=[O:36])[CH3:35]. The catalyst class is: 756. (3) Reactant: [CH3:1][NH:2][CH2:3][C:4]1[CH:12]=[CH:11][C:7]2[NH:8][CH:9]=[N:10][C:6]=2[C:5]=1[CH3:13].Cl[C:15]1[N:20]=[C:19]([NH:21][C:22]2[NH:26][N:25]=[C:24]([CH:27]3[CH2:29][CH2:28]3)[CH:23]=2)[CH:18]=[CH:17][N:16]=1.CCN(C(C)C)C(C)C. Product: [CH:27]1([C:24]2[NH:25][N:26]=[C:22]([NH:21][C:19]3[CH:18]=[CH:17][N:16]=[C:15]([N:2]([CH3:1])[CH2:3][C:4]4[CH:12]=[CH:11][C:7]5[NH:8][CH:9]=[N:10][C:6]=5[C:5]=4[CH3:13])[N:20]=3)[CH:23]=2)[CH2:29][CH2:28]1. The catalyst class is: 41. (4) Reactant: C1(C(C2C=CC=CC=2)=[N:8][C:9]2[CH:14]=[CH:13][C:12]([C:15]3[CH:20]=[C:19]([O:21][CH3:22])[CH:18]=[CH:17][C:16]=3[F:23])=[C:11]([CH2:24][C:25]([CH3:28])([CH3:27])[CH3:26])[CH:10]=2)C=CC=CC=1.Cl.[OH-].[Na+]. Product: [F:23][C:16]1[CH:17]=[CH:18][C:19]([O:21][CH3:22])=[CH:20][C:15]=1[C:12]1[CH:13]=[CH:14][C:9]([NH2:8])=[CH:10][C:11]=1[CH2:24][C:25]([CH3:28])([CH3:27])[CH3:26]. The catalyst class is: 1. (5) Reactant: [OH-:1].[Li+].OO.C([C@H]1COC(=O)N1[C:18](=[O:47])[C@H:19]([CH:44]([CH3:46])[CH3:45])[CH2:20]/[CH:21]=[CH:22]/[CH2:23][CH:24]([C:28](=[O:43])[C:29]1[CH:34]=[CH:33][C:32]([O:35][CH3:36])=[C:31]([O:37][CH2:38][CH2:39][CH2:40][O:41][CH3:42])[CH:30]=1)[CH:25]([CH3:27])[CH3:26])C1C=CC=CC=1.S([O-])([O-])(=O)=S.[Na+].[Na+]. Product: [CH:44]([C@H:19]([CH2:20]/[CH:21]=[CH:22]/[CH2:23][CH:24]([C:28](=[O:43])[C:29]1[CH:34]=[CH:33][C:32]([O:35][CH3:36])=[C:31]([O:37][CH2:38][CH2:39][CH2:40][O:41][CH3:42])[CH:30]=1)[CH:25]([CH3:27])[CH3:26])[C:18]([OH:47])=[O:1])([CH3:45])[CH3:46]. The catalyst class is: 253. (6) Reactant: CO[C:3]1[CH2:4][CH2:5][CH2:6][N:7]=1.[C:8]1(=[O:17])[O:16][C:13]([CH3:15])([CH3:14])[O:12][C:10](=[O:11])[CH2:9]1.C(N(CC)CC)C. Product: [CH3:14][C:13]1([CH3:15])[O:16][C:8](=[O:17])[C:9](=[C:3]2[CH2:4][CH2:5][CH2:6][NH:7]2)[C:10](=[O:11])[O:12]1. The catalyst class is: 48. (7) Reactant: [CH3:1][O:2][C:3]([C:5]1([S:17][CH3:18])[CH2:9][CH2:8][N:7](C(OC(C)(C)C)=O)[CH2:6]1)=[O:4]. Product: [CH3:1][O:2][C:3]([C:5]1([S:17][CH3:18])[CH2:9][CH2:8][NH:7][CH2:6]1)=[O:4]. The catalyst class is: 330. (8) Reactant: [CH3:1][N:2]([CH3:15])[C:3](=[O:14])[O:4][C:5]1[CH:10]=[CH:9][C:8]([CH:11]=[O:12])=[C:7]([OH:13])[CH:6]=1.N1C=CC=CC=1.[F:22][C:23]([F:36])([F:35])[S:24](O[S:24]([C:23]([F:36])([F:35])[F:22])(=[O:26])=[O:25])(=[O:26])=[O:25].O. Product: [F:22][C:23]([F:36])([F:35])[S:24]([O:13][C:7]1[CH:6]=[C:5]([O:4][C:3](=[O:14])[N:2]([CH3:15])[CH3:1])[CH:10]=[CH:9][C:8]=1[CH:11]=[O:12])(=[O:26])=[O:25]. The catalyst class is: 4.